Dataset: Experimentally validated miRNA-target interactions with 360,000+ pairs, plus equal number of negative samples. Task: Binary Classification. Given a miRNA mature sequence and a target amino acid sequence, predict their likelihood of interaction. (1) The miRNA is hsa-miR-6821-5p with sequence GUGCGUGGUGGCUCGAGGCGGGG. The protein sequence of the target gene is MVGGGGVGGGLLENANPLIYQRSGERPVTAGEEDEQVPDSIDAREIFDLIRSINDPEHPLTLEELNVVEQVRVQVSDPESTVAVAFTPTIPHCSMATLIGLSIKVKLLRSLPQRFKMDVHITPGTHASEHAVNKQLADKERVAAALENTHLLEVVNQCLSARS. Result: 0 (no interaction). (2) The miRNA is hsa-miR-93-5p with sequence CAAAGUGCUGUUCGUGCAGGUAG. The protein sequence of the target gene is MPKIVLNGVTVDFPFQPYKCQQEYMTKVLECLQQKVNGILESPTGTGKTLCLLCTTLAWREHLRDGISARKIAERAQGELFPDRALSSWGNAAAAAGDPIACYTDIPKIIYASRTHSQLTQVINELRNTSYRPKVCVLGSREQLCIHPEVKKQESNHLQIHLCRKKVASRSCHFYNNVEEKSLEQELASPILDIEDLVKSGSKHRVCPYYLSRNLKQQADIIFMPYNYLLDAKSRRAHNIDLKGTVVIFDEAHNVEKMCEESASFDLTPHDLASGLDVIDQVLEEQTKAAQQGEPHPEFS.... Result: 0 (no interaction). (3) The miRNA is hsa-miR-548bb-5p with sequence AAAAGUAACUAUGGUUUUUGCC. The protein sequence of the target gene is MSVVHQLSAGWLLDHLSFINKINYQLHQHHEPCCRKKEFTTSVHFESLQMDSVSSSGVCAAFIASDSSTKPENDDGGNYEMFTRKFVFRPELFDVTKPYITPAVHKECQQSNEKEDLMNGVKKEISISIIGKKRKRCVVFNQGELDAMEYHTKIRELILDGSLQLIQEGLKSGFLYPLFEKQDKGSKPITLPLDACSLSELCEMAKHLPSLNEMEHQTLQLVEEDTSVTEQDLFLRVVENNSSFTKVITLMGQKYLLPPKSSFLLSDISCMQPLLNYRKTFDVIVIDPPWQNKSVKRSNR.... Result: 0 (no interaction). (4) The miRNA is mmu-miR-190a-5p with sequence UGAUAUGUUUGAUAUAUUAGGU. The protein sequence of the target gene is MASTITGSQDCIVNHRGEVDGEPELDISPCQQWGEASSPISRNRDSVMTLQSGCFENIESETYLPLKVSSQIDTQDSSVKFCKNEPQDHQESRRLFVMEESTERKVIKGESCSENLQVKLVSDGQELASPLLNGEATCQNGQLKESLDPIDCNCKDIHGWKSQVVSCSQQRAHTEEKPCDHNNCGKILNTSPDGHPYEKIHTAEKQYECSQCGKNFSQSSELLLHQRDHTEEKPYKCEQCGKGFTRSSSLLIHQAVHTDEKPYKCDKCGKGFTRSSSLLIHHAVHTGEKPYKCDKCGKGF.... Result: 0 (no interaction). (5) The miRNA is hsa-miR-135b-3p with sequence AUGUAGGGCUAAAAGCCAUGGG. The protein sequence of the target gene is MNPVNATALYISASRLVLNYDPGDPKAFTEINRLLPYFRQSLSCCVCGHLLQDPIAPTNSTCQHYVCKTCKGKKMMMKPSCSWCKDYEQFEENKQLSILVNCYKKLCEYITQTTLARDIIEAVDCSSDILALLNDGSLFCEETEKPSDSSFTLCLTHSPLPSTSEPTTDPQASLSPMSESTLSIAIGSSVINGLPTYNGLSIDRFGINIPSPEHSNTIDVCNTVDIKTEDLSDSLPPVCDTVATDLCSTGIDICSFSEDIKPGDSLLLSVEEVLRSLETVSNTEVCCPNLQPNLEATVSN.... Result: 1 (interaction). (6) The miRNA is hsa-miR-6728-5p with sequence UUGGGAUGGUAGGACCAGAGGGG. The protein sequence of the target gene is MVKIVTVKTQAYQDQKPGTSGLRKRVKVFQSSANYAENFIQSIISTVEPAQRQEATLVVGGDGRFYMKEAIQLIARIAAANGIGRLVIGQNGILSTPAVSCIIRKIKAIGGIILTASHNPGGPNGDFGIKFNISNGGPAPEAITDKIFQISKTIEEYAVCPDLKVDLGVLGKQQFDLENKFKPFTVEIVDSVEAYATMLRSIFDFSALKELLSGPNRLKIRIDAMHGVVGPYVKKILCEELGAPANSAVNCVPLEDFGGHHPDPNLTYAADLVETMKSGEHDFGAAFDGDGDRNMILGKH.... Result: 0 (no interaction). (7) The miRNA is hsa-miR-4717-3p with sequence ACACAUGGGUGGCUGUGGCCU. The protein sequence of the target gene is MAPRSRRRRHKKPPSSVAPIIMAPTTIVTPVPLTPSKPGPSIDTLGFFSLDDNVPGLSQLILQKLNMKSYEEYKLVVDGGTPVSGFGFRCPQEMFQRMEDTFRFCAHCRALPSGLSDSKVLRHCKRCRNVYYCGPECQKSDWPAHRRVCQELRLVAVDRLMEWLLVTGDFVLPSGPWPWPPEAVQDWDSWFSMKGLHLDATLDAVLVSHAVTTLWASVGRPRPDPDVLQGSLKRLLTDVLSRPLTLGLGLRALGIDVRRTGGSTVHVVGASHVETFLTRPGDYDELGYMFPGHLGLRVVM.... Result: 0 (no interaction). (8) Result: 1 (interaction). The protein sequence of the target gene is MAASAALILPESPSMKKAVPLINAIDTGRFPRLLSRILQKLHLKAESSFSEEEEEKLQAAFSLEKQELHLVLETISFVLEQAVYHNVKPAALQQQLEMIHLRKDKAEAFASAWSAMGQETVEKFRQRILGPHKLETVGWQLNLQMAHSAQAKLQSPQAVLQLGVSKEDAKNVEKVLVEFNHKELFDFYNKLETIQAQLDSLT. The miRNA is mmu-miR-34b-5p with sequence AGGCAGUGUAAUUAGCUGAUUGU. (9) The miRNA is dme-miR-34-5p with sequence UGGCAGUGUGGUUAGCUGGUUGUG. The protein sequence of the target gene is MLWWEEVEDCYEREDVQKKTFTKWINAQFSKFGKQHIDNLFSDLQDGKRLLDLLEGLTGQKLPKEKGSTRVHALNNVNKALRVLQKNNVDLVNIGSTDIVDGNHKLTLGLIWNIILHWQVKNVMKTIMAGLQQTNSEKILLSWVRQSTRNYPQVNVINFTSSWSDGLALNALIHSHRPDLFDWNSVVSQHSATQRLEHAFNIAKCQLGIEKLLDPEDVATTYPDKKSILMYITSLFQVLPQQVSIEAIQEVEMLPRTSSKVTREEHFQLHHQMHYSQQITVSLAQGYEQTSSSPKPRFKS.... Result: 0 (no interaction).